Task: Predict the reaction yield, written as a fraction of the theoretical maximum amount of product (1.0 means a 100% yield; for example, 0.34 means a 34% yield).. Dataset: Reaction yield outcomes from USPTO patents with 853,638 reactions (1) The yield is 0.390. The product is [CH2:1]([C:3]1[CH:32]=[CH:31][CH:30]=[CH:29][C:4]=1[O:5][C:6]1[CH:11]=[CH:10][CH:9]=[CH:8][C:7]=1[C@:12]([C@@H:20]1[CH2:25][CH2:24][CH2:23][N:22]([C:26]([NH:33][CH2:34][CH:35]([OH:38])[CH2:36][NH2:37])=[O:27])[CH2:21]1)([OH:19])[CH2:13][CH2:14][CH2:15][CH2:16][O:17][CH3:18])[CH3:2]. The catalyst is C(Cl)Cl. The reactants are [CH2:1]([C:3]1[CH:32]=[CH:31][CH:30]=[CH:29][C:4]=1[O:5][C:6]1[CH:11]=[CH:10][CH:9]=[CH:8][C:7]=1[C@:12]([C@@H:20]1[CH2:25][CH2:24][CH2:23][N:22]([C:26](Cl)=[O:27])[CH2:21]1)([OH:19])[CH2:13][CH2:14][CH2:15][CH2:16][O:17][CH3:18])[CH3:2].[NH2:33][CH2:34][CH:35]([OH:38])[CH2:36][NH2:37]. (2) The reactants are [CH3:1][S:2](Cl)(=[O:4])=[O:3].C(N(CC)C(C)C)(C)C.[NH2:15][CH:16]1[CH2:19][N:18]([C:20]([C:22]2[N:23]=[C:24]3[C:29]([C:30]([F:33])([F:32])[F:31])=[CH:28][C:27]([C:34]4[CH:38]=[CH:37][O:36][CH:35]=4)=[CH:26][N:25]3[C:39]=2[Cl:40])=[O:21])[CH2:17]1.O. The catalyst is CN(C=O)C. The product is [Cl:40][C:39]1[N:25]2[CH:26]=[C:27]([C:34]3[CH:38]=[CH:37][O:36][CH:35]=3)[CH:28]=[C:29]([C:30]([F:33])([F:32])[F:31])[C:24]2=[N:23][C:22]=1[C:20]([N:18]1[CH2:19][CH:16]([NH:15][S:2]([CH3:1])(=[O:4])=[O:3])[CH2:17]1)=[O:21]. The yield is 0.450. (3) The reactants are [OH-].[Na+].C([O:5][C:6]([C:8]1[CH:12]=[C:11]([CH2:13][C@@H:14]([C:16]2[CH:21]=[CH:20][CH:19]=[CH:18][CH:17]=2)[CH3:15])[NH:10][N:9]=1)=[O:7])C. The catalyst is CO. The product is [C:16]1([C@@H:14]([CH3:15])[CH2:13][C:11]2[NH:10][N:9]=[C:8]([C:6]([OH:7])=[O:5])[CH:12]=2)[CH:17]=[CH:18][CH:19]=[CH:20][CH:21]=1. The yield is 0.456. (4) The reactants are [Br:1][C:2]1[C:6]([CH3:7])=[C:5](I)[S:4][C:3]=1[CH:9]1[O:13][CH2:12][CH2:11][O:10]1.[CH3:14][O:15][C:16]1[CH:21]=[CH:20][C:19](B(O)O)=[CH:18][CH:17]=1.C([O-])([O-])=O.[K+].[K+].C(OCC)(=O)C.CCCCCC. The product is [Br:1][C:2]1[C:6]([CH3:7])=[C:5]([C:19]2[CH:20]=[CH:21][C:16]([O:15][CH3:14])=[CH:17][CH:18]=2)[S:4][C:3]=1[CH:9]1[O:13][CH2:12][CH2:11][O:10]1. The yield is 0.810. The catalyst is C(COC)OC.C1C=CC(P(C2C=CC=CC=2)[C-]2C=CC=C2)=CC=1.C1C=CC(P(C2C=CC=CC=2)[C-]2C=CC=C2)=CC=1.Cl[Pd]Cl.[Fe+2]. (5) The reactants are [CH2:1]([OH:8])[C:2]1[CH:7]=[CH:6][CH:5]=[CH:4][CH:3]=1.C[O-].[Na+].[CH3:12][O:13][CH:14]([O:17][CH3:18])[CH2:15]Cl. No catalyst specified. The product is [CH3:12][O:13][CH:14]([O:17][CH3:18])[CH2:15][O:8][CH2:1][C:2]1[CH:7]=[CH:6][CH:5]=[CH:4][CH:3]=1. The yield is 0.670. (6) The yield is 0.810. The product is [CH2:15]([N:12]1[C:5]2[N:6]=[C:7]([S:10][CH3:11])[N:8]=[CH:9][C:4]=2[CH:3]=[C:2]([C:17]2[CH:22]=[CH:21][CH:20]=[CH:19][CH:18]=2)[C:13]1=[O:14])[CH3:16]. The catalyst is C1C=CC([P]([Pd]([P](C2C=CC=CC=2)(C2C=CC=CC=2)C2C=CC=CC=2)([P](C2C=CC=CC=2)(C2C=CC=CC=2)C2C=CC=CC=2)[P](C2C=CC=CC=2)(C2C=CC=CC=2)C2C=CC=CC=2)(C2C=CC=CC=2)C2C=CC=CC=2)=CC=1. The reactants are Br[C:2]1[C:13](=[O:14])[N:12]([CH2:15][CH3:16])[C:5]2[N:6]=[C:7]([S:10][CH3:11])[N:8]=[CH:9][C:4]=2[CH:3]=1.[C:17]1(B(O)O)[CH:22]=[CH:21][CH:20]=[CH:19][CH:18]=1.[O-]P([O-])([O-])=O.[K+].[K+].[K+]. (7) The reactants are [Br:1][C:2]1[CH:9]=[CH:8][C:7]([OH:10])=[CH:6][C:3]=1[CH:4]=[O:5].Cl.Cl[CH2:13][CH2:14][N:15]1[CH2:20][CH2:19][O:18][CH2:17][CH2:16]1.C([O-])([O-])=O.[K+].[K+]. The catalyst is CN(C=O)C. The product is [Br:1][C:2]1[CH:9]=[CH:8][C:7]([O:10][CH2:13][CH2:14][N:15]2[CH2:20][CH2:19][O:18][CH2:17][CH2:16]2)=[CH:6][C:3]=1[CH:4]=[O:5]. The yield is 0.720.